The task is: Predict the product of the given reaction.. This data is from Forward reaction prediction with 1.9M reactions from USPTO patents (1976-2016). (1) The product is: [F:26][CH:25]([F:27])[C:15]1[N:14]([C:4]2[N:5]=[C:6]([N:8]3[CH2:13][CH2:12][O:11][CH2:10][CH2:9]3)[N:7]=[C:2]([N:40]3[CH2:39][CH2:38][CH:37]([N:29]([CH3:28])[C:30](=[O:36])[O:31][C:32]([CH3:33])([CH3:34])[CH3:35])[CH2:42][CH2:41]3)[N:3]=2)[C:18]2[CH:19]=[CH:20][CH:21]=[C:22]([O:23][CH3:24])[C:17]=2[N:16]=1. Given the reactants Cl[C:2]1[N:7]=[C:6]([N:8]2[CH2:13][CH2:12][O:11][CH2:10][CH2:9]2)[N:5]=[C:4]([N:14]2[C:18]3[CH:19]=[CH:20][CH:21]=[C:22]([O:23][CH3:24])[C:17]=3[N:16]=[C:15]2[CH:25]([F:27])[F:26])[N:3]=1.[CH3:28][N:29]([CH:37]1[CH2:42][CH2:41][NH:40][CH2:39][CH2:38]1)[C:30](=[O:36])[O:31][C:32]([CH3:35])([CH3:34])[CH3:33], predict the reaction product. (2) The product is: [C:11]([O:15][C:16]([N:18]1[CH2:22][C@H:21]([CH2:23][O:24][CH2:3][C:4]2[CH:9]=[CH:8][CH:7]=[CH:6][CH:5]=2)[C@@H:20]([O:25][CH2:3][C:4]2[CH:9]=[CH:8][CH:7]=[CH:6][CH:5]=2)[CH2:19]1)=[O:17])([CH3:14])([CH3:12])[CH3:13]. Given the reactants [H-].[Na+].[CH2:3](Br)[C:4]1[CH:9]=[CH:8][CH:7]=[CH:6][CH:5]=1.[C:11]([O:15][C:16]([N:18]1[CH2:22][C@H:21]([CH2:23][OH:24])[C@@H:20]([OH:25])[CH2:19]1)=[O:17])([CH3:14])([CH3:13])[CH3:12], predict the reaction product. (3) Given the reactants [C:1]([C:5]1[CH:6]=[C:7]([NH:17][C:18]([NH:20][C:21]2[CH:26]=[CH:25][C:24]([O:27][C:28]3[CH:33]=[C:32](Cl)[N:31]=[CH:30][N:29]=3)=[CH:23][CH:22]=2)=[O:19])[N:8]([C:10]2[CH:15]=[CH:14][C:13]([CH3:16])=[CH:12][CH:11]=2)[N:9]=1)([CH3:4])([CH3:3])[CH3:2].[N-:35]=[N+:36]=[N-:37].[Na+], predict the reaction product. The product is: [N:35]([C:32]1[N:31]=[CH:30][N:29]=[C:28]([O:27][C:24]2[CH:25]=[CH:26][C:21]([NH:20][C:18]([NH:17][C:7]3[N:8]([C:10]4[CH:15]=[CH:14][C:13]([CH3:16])=[CH:12][CH:11]=4)[N:9]=[C:5]([C:1]([CH3:4])([CH3:3])[CH3:2])[CH:6]=3)=[O:19])=[CH:22][CH:23]=2)[CH:33]=1)=[N+:36]=[N-:37]. (4) Given the reactants [OH:1][C:2]1[C:9]([CH3:10])=[CH:8][C:7]([CH3:11])=[CH:6][C:3]=1[CH:4]=O.[C:12]([O:16][C:17](=[O:38])[CH2:18]P(C1C=CC=CC=1)(C1C=CC=CC=1)C1C=CC=CC=1)([CH3:15])([CH3:14])[CH3:13].C1CCN2C(=NCCC2)CC1, predict the reaction product. The product is: [OH:1][C:2]1[C:9]([CH3:10])=[CH:8][C:7]([CH3:11])=[CH:6][C:3]=1/[CH:4]=[CH:18]/[C:17]([O:16][C:12]([CH3:15])([CH3:14])[CH3:13])=[O:38]. (5) The product is: [Cl:22][CH2:23][CH2:24][CH2:25][CH2:26][CH:8]([C:5]1[CH:6]=[N:7][C:2]([Cl:1])=[CH:3][CH:4]=1)[C:9]([OH:11])=[O:10]. Given the reactants [Cl:1][C:2]1[N:7]=[CH:6][C:5]([CH2:8][C:9]([OH:11])=[O:10])=[CH:4][CH:3]=1.C[Si]([N-][Si](C)(C)C)(C)C.[Na+].[Cl:22][CH2:23][CH2:24][CH2:25][CH2:26]I, predict the reaction product. (6) Given the reactants [F:1][C:2]([F:32])([C:25]1[CH:26]=[C:27]([NH2:31])[CH:28]=[CH:29][CH:30]=1)[C:3]([F:24])([F:23])[C:4]([F:22])([F:21])[C:5]([F:20])([F:19])[C:6]([F:18])([F:17])[C:7]([F:16])([F:15])[C:8]([F:14])([F:13])[C:9]([F:12])([F:11])[F:10].[N+:33]([C:36]1[CH:41]=[C:40]([N+:42]([O-:44])=[O:43])[CH:39]=[CH:38][C:37]=1F)([O-:35])=[O:34].CN1C(=O)CCC1, predict the reaction product. The product is: [F:1][C:2]([F:32])([C:25]1[CH:26]=[C:27]([NH:31][C:37]2[CH:38]=[CH:39][C:40]([N+:42]([O-:44])=[O:43])=[CH:41][C:36]=2[N+:33]([O-:35])=[O:34])[CH:28]=[CH:29][CH:30]=1)[C:3]([F:23])([F:24])[C:4]([F:21])([F:22])[C:5]([F:19])([F:20])[C:6]([F:17])([F:18])[C:7]([F:16])([F:15])[C:8]([F:14])([F:13])[C:9]([F:12])([F:11])[F:10].